From a dataset of Reaction yield outcomes from USPTO patents with 853,638 reactions. Predict the reaction yield, written as a fraction of the theoretical maximum amount of product (1.0 means a 100% yield; for example, 0.34 means a 34% yield). (1) The reactants are [CH2:1]([N:3]([C:12]1[CH:13]=[CH:14][C:15]([CH3:28])=[C:16]2[C:20]=1[NH:19][C:18]([C:21]1[S:22][C:23]([CH2:26]O)=[CH:24][N:25]=1)=[CH:17]2)[S:4]([C:7]1[S:8][CH:9]=[CH:10][CH:11]=1)(=[O:6])=[O:5])[CH3:2].S(Cl)([Cl:31])=O. The catalyst is O1CCCC1.CN(C)C=O.C(OCC)(=O)C. The product is [CH2:1]([N:3]([C:12]1[CH:13]=[CH:14][C:15]([CH3:28])=[C:16]2[C:20]=1[NH:19][C:18]([C:21]1[S:22][C:23]([CH2:26][Cl:31])=[CH:24][N:25]=1)=[CH:17]2)[S:4]([C:7]1[S:8][CH:9]=[CH:10][CH:11]=1)(=[O:6])=[O:5])[CH3:2]. The yield is 0.930. (2) The reactants are [F:1][C:2]([F:36])([F:35])[CH:3]([C:29]1[CH:30]=[N:31][CH:32]=[CH:33][CH:34]=1)[O:4][C:5]1[C:6]([NH:15][S:16](=[O:28])(=[O:27])[NH:17][CH2:18][CH2:19][CH:20](OCC)[O:21]CC)=[N:7][C:8]2[C:13]([N:14]=1)=[CH:12][CH:11]=[CH:10][CH:9]=2.Cl.C(=O)(O)[O-].[Na+].C(OCC)(=O)C. The catalyst is C1COCC1. The product is [F:36][C:2]([F:1])([F:35])[CH:3]([C:29]1[CH:30]=[N:31][CH:32]=[CH:33][CH:34]=1)[O:4][C:5]1[C:6]([NH:15][S:16](=[O:27])(=[O:28])[NH:17][CH2:18][CH2:19][CH:20]=[O:21])=[N:7][C:8]2[C:13]([N:14]=1)=[CH:12][CH:11]=[CH:10][CH:9]=2. The yield is 0.670.